Dataset: Catalyst prediction with 721,799 reactions and 888 catalyst types from USPTO. Task: Predict which catalyst facilitates the given reaction. (1) Reactant: [CH3:1][C:2]1[N:6]([CH2:7][C:8]2[CH:13]=[CH:12][CH:11]=[C:10]([C:14]([F:17])([F:16])[F:15])[C:9]=2[CH3:18])[C:5]2[CH:19]=[C:20]([N:26]3[CH2:31][CH2:30][O:29][CH2:28][CH2:27]3)[CH:21]=[C:22]([C:23]([NH2:25])=O)[C:4]=2[N:3]=1.COC(OC)[N:35]([CH3:37])C.O.[NH2:41]N. Product: [CH3:1][C:2]1[N:6]([CH2:7][C:8]2[CH:13]=[CH:12][CH:11]=[C:10]([C:14]([F:15])([F:16])[F:17])[C:9]=2[CH3:18])[C:5]2[CH:19]=[C:20]([N:26]3[CH2:31][CH2:30][O:29][CH2:28][CH2:27]3)[CH:21]=[C:22]([C:23]3[N:35]=[CH:37][NH:41][N:25]=3)[C:4]=2[N:3]=1. The catalyst class is: 15. (2) Reactant: C[O:2][C:3]([C:5]1[CH:6]=[C:7]2[C:11](=[CH:12][CH:13]=1)[NH:10][N:9]=[C:8]2[CH2:14][O:15][CH:16]1[CH2:21][CH2:20][CH2:19][CH2:18][O:17]1)=O.[H-].[Al+3].[Li+].[H-].[H-].[H-]. Product: [O:17]1[CH2:18][CH2:19][CH2:20][CH2:21][CH:16]1[O:15][CH2:14][C:8]1[C:7]2[C:11](=[CH:12][CH:13]=[C:5]([CH2:3][OH:2])[CH:6]=2)[NH:10][N:9]=1. The catalyst class is: 56. (3) Reactant: [F:1][C:2]([F:24])([F:23])[C:3]1[CH:4]=[C:5]([C:13]2[N:14]=[C:15]([CH2:18][C:19]([O:21]C)=[O:20])[O:16][CH:17]=2)[CH:6]=[C:7]([C:9]([F:12])([F:11])[F:10])[CH:8]=1. Product: [F:12][C:9]([F:10])([F:11])[C:7]1[CH:6]=[C:5]([C:13]2[N:14]=[C:15]([CH2:18][C:19]([OH:21])=[O:20])[O:16][CH:17]=2)[CH:4]=[C:3]([C:2]([F:1])([F:24])[F:23])[CH:8]=1. The catalyst class is: 16. (4) Reactant: [OH:1][CH2:2][C:3]1[N:8]=[C:7]([CH2:9][CH2:10][C:11]([O:13][CH3:14])=[O:12])[CH:6]=[CH:5][CH:4]=1.C(N(CC)CC)C.[CH3:22][S:23](Cl)(=[O:25])=[O:24].O. Product: [CH3:22][S:23]([O:1][CH2:2][C:3]1[N:8]=[C:7]([CH2:9][CH2:10][C:11]([O:13][CH3:14])=[O:12])[CH:6]=[CH:5][CH:4]=1)(=[O:25])=[O:24]. The catalyst class is: 13. (5) Reactant: [F:1][C:2]1[CH:3]=[C:4]([OH:11])[CH:5]=[CH:6][C:7]=1[N+:8]([O-:10])=[O:9].C([O-])([O-])=O.[Na+].[Na+].[CH2:18](Br)[C:19]1[CH:24]=[CH:23][CH:22]=[CH:21][CH:20]=1.O. Product: [CH2:18]([O:11][C:4]1[CH:5]=[CH:6][C:7]([N+:8]([O-:10])=[O:9])=[C:2]([F:1])[CH:3]=1)[C:19]1[CH:24]=[CH:23][CH:22]=[CH:21][CH:20]=1. The catalyst class is: 3. (6) Reactant: [C:1]1([CH3:28])[CH:6]=[CH:5][C:4]([S:7]([N:10]2[C:14]3=[N:15][CH:16]=[CH:17][CH:18]=[C:13]3[C:12](B3OC(C)(C)C(C)(C)O3)=[CH:11]2)(=[O:9])=[O:8])=[CH:3][CH:2]=1.Cl[C:30]1[N:35]=[C:34]([NH:36][C:37]([CH3:44])([CH2:42][CH3:43])[C:38]([O:40][CH3:41])=[O:39])[CH:33]=[CH:32][N:31]=1.C(=O)([O-])[O-].[Na+].[Na+]. Product: [CH3:44][C:37]([NH:36][C:34]1[CH:33]=[CH:32][N:31]=[C:30]([C:12]2[C:13]3[C:14](=[N:15][CH:16]=[CH:17][CH:18]=3)[N:10]([S:7]([C:4]3[CH:5]=[CH:6][C:1]([CH3:28])=[CH:2][CH:3]=3)(=[O:9])=[O:8])[CH:11]=2)[N:35]=1)([CH2:42][CH3:43])[C:38]([O:40][CH3:41])=[O:39]. The catalyst class is: 57. (7) Reactant: N#N.Br[C:4]1[C:5]([N:25]([CH3:30])[S:26]([CH3:29])(=[O:28])=[O:27])=[CH:6][C:7]2[O:11][C:10]([C:12]3[CH:17]=[CH:16][N:15]=[C:14]([O:18][CH3:19])[CH:13]=3)=[C:9]([C:20]([NH:22][CH3:23])=[O:21])[C:8]=2[CH:24]=1.CC([O-])=O.[K+].[B:36]1([B:36]2[O:40][C:39]([CH3:42])([CH3:41])[C:38]([CH3:44])([CH3:43])[O:37]2)[O:40][C:39]([CH3:42])([CH3:41])[C:38]([CH3:44])([CH3:43])[O:37]1. Product: [CH3:19][O:18][C:14]1[CH:13]=[C:12]([C:10]2[O:11][C:7]3[CH:6]=[C:5]([N:25]([CH3:30])[S:26]([CH3:29])(=[O:28])=[O:27])[C:4]([B:36]4[O:40][C:39]([CH3:42])([CH3:41])[C:38]([CH3:44])([CH3:43])[O:37]4)=[CH:24][C:8]=3[C:9]=2[C:20]([NH:22][CH3:23])=[O:21])[CH:17]=[CH:16][N:15]=1. The catalyst class is: 117. (8) Reactant: [F:1][C:2]1[CH:7]=[C:6]([C:8]([F:11])([F:10])[F:9])[CH:5]=[CH:4][C:3]=1[CH:12]1[CH2:17][N:16]([C:18]([O:20]C2C=CC([N+]([O-])=O)=CC=2)=O)[CH2:15][CH:14]([C:30]([O:32][CH3:33])=[O:31])[CH2:13]1.[NH:34]1[CH2:39][CH2:38][S:37][CH2:36][CH2:35]1.C(=O)([O-])[O-].[K+].[K+]. Product: [F:1][C:2]1[CH:7]=[C:6]([C:8]([F:10])([F:11])[F:9])[CH:5]=[CH:4][C:3]=1[CH:12]1[CH2:17][N:16]([C:18]([N:34]2[CH2:39][CH2:38][S:37][CH2:36][CH2:35]2)=[O:20])[CH2:15][CH:14]([C:30]([O:32][CH3:33])=[O:31])[CH2:13]1. The catalyst class is: 3. (9) Reactant: [CH2:1]([O:3][C:4](=[O:23])[CH2:5][C:6]1[CH:11]=[CH:10][C:9](N)=[C:8]([O:13][C:14]2[CH:19]=[C:18]([Cl:20])[CH:17]=[C:16]([Br:21])[CH:15]=2)[C:7]=1[F:22])[CH3:2].C(ON=O)(C)(C)C.[ClH:31].CCOCC. Product: [CH2:1]([O:3][C:4](=[O:23])[CH2:5][C:6]1[CH:11]=[CH:10][C:9]([Cl:31])=[C:8]([O:13][C:14]2[CH:19]=[C:18]([Cl:20])[CH:17]=[C:16]([Br:21])[CH:15]=2)[C:7]=1[F:22])[CH3:2]. The catalyst class is: 23.